This data is from Reaction yield outcomes from USPTO patents with 853,638 reactions. The task is: Predict the reaction yield, written as a fraction of the theoretical maximum amount of product (1.0 means a 100% yield; for example, 0.34 means a 34% yield). (1) The reactants are Cl[C:2]1[N:7]=[C:6]([NH:8][CH2:9][CH2:10][CH2:11][N:12]([CH2:15][CH3:16])[CH2:13][CH3:14])[N:5]=[C:4]2[N:17]([C:22]3[C:27]([F:28])=[CH:26][CH:25]=[CH:24][C:23]=3[F:29])[C:18](=[O:21])[NH:19][CH2:20][C:3]=12.[CH3:30][C:31]1[CH:39]=[CH:38][C:34]([C:35]([OH:37])=[O:36])=[CH:33][C:32]=1B1OC(C)(C)C(C)(C)O1.C(=O)([O-])[O-].[K+].[K+]. The catalyst is O1CCOCC1.O.[Pd].C1(P(C2C=CC=CC=2)C2C=CC=CC=2)C=CC=CC=1.C1(P(C2C=CC=CC=2)C2C=CC=CC=2)C=CC=CC=1.C1(P(C2C=CC=CC=2)C2C=CC=CC=2)C=CC=CC=1.C1(P(C2C=CC=CC=2)C2C=CC=CC=2)C=CC=CC=1. The product is [CH2:13]([N:12]([CH2:15][CH3:16])[CH2:11][CH2:10][CH2:9][NH:8][C:6]1[N:7]=[C:2]([C:32]2[CH:33]=[C:34]([CH:38]=[CH:39][C:31]=2[CH3:30])[C:35]([OH:37])=[O:36])[C:3]2[CH2:20][NH:19][C:18](=[O:21])[N:17]([C:22]3[C:27]([F:28])=[CH:26][CH:25]=[CH:24][C:23]=3[F:29])[C:4]=2[N:5]=1)[CH3:14]. The yield is 0.260. (2) The reactants are F[C:2]1[CH:11]=[C:10]([F:12])[C:9]2[C:4](=[CH:5][C:6]([O:13][CH3:14])=[CH:7][CH:8]=2)[N:3]=1.C1C[O:18][CH2:17]C1.C[O-].[Na+]. The catalyst is CCOC(C)=O. The product is [F:12][C:10]1[C:9]2[C:4](=[CH:5][C:6]([O:13][CH3:14])=[CH:7][CH:8]=2)[N:3]=[C:2]([O:18][CH3:17])[CH:11]=1. The yield is 0.510. (3) The reactants are [C:1]1([CH:7]([CH2:14][C:15]2[CH:20]=[CH:19][C:18]([C:21]([NH:23][CH2:24][CH2:25][NH:26][C:27]3[CH:32]=[CH:31][CH:30]=[CH:29][N:28]=3)=[O:22])=[CH:17][CH:16]=2)[CH2:8][C:9]([O:11]CC)=[O:10])[CH:6]=[CH:5][CH:4]=[CH:3][CH:2]=1.[Li+].[OH-]. The catalyst is C1COCC1.O. The product is [C:1]1([CH:7]([CH2:14][C:15]2[CH:20]=[CH:19][C:18]([C:21]([NH:23][CH2:24][CH2:25][NH:26][C:27]3[CH:32]=[CH:31][CH:30]=[CH:29][N:28]=3)=[O:22])=[CH:17][CH:16]=2)[CH2:8][C:9]([OH:11])=[O:10])[CH:6]=[CH:5][CH:4]=[CH:3][CH:2]=1. The yield is 0.600. (4) The reactants are [NH:1](C(OC(C)(C)C)=O)[C@H:2]([C:8]([O:10]C(C)(C)C)=[O:9])[CH2:3][CH2:4][C:5](=[O:7])O.CN(C(ON1N=NC2C=CC=NC1=2)=[N+](C)C)C.F[P-](F)(F)(F)(F)F.C1C=NC2N(O)N=NC=2C=1.[S:56]([C:60]1[CH:61]=[C:62]([CH:64]=[CH:65][CH:66]=1)[NH2:63])([OH:59])(=[O:58])=[O:57]. The catalyst is CN(C=O)C.C(N(CC)CC)C. The product is [S:56]([C:60]1[CH:61]=[C:62]([NH:63][C:5](=[O:7])[CH2:4][CH2:3][C@@H:2]([C:8]([OH:10])=[O:9])[NH2:1])[CH:64]=[CH:65][CH:66]=1)([OH:59])(=[O:58])=[O:57]. The yield is 0.410. (5) The reactants are [CH:1]1([OH:9])[CH2:8][CH2:7][CH2:6][CH2:5][CH2:4][CH:3]=[CH:2]1.[CH2:10]([N:17]=[C:18]=[O:19])[C:11]1[CH:16]=[CH:15][CH:14]=[CH:13][CH:12]=1.C(N(CC)CC)C.[Al]. The catalyst is ClCCl. The product is [CH2:10]([NH:17][C:18](=[O:19])[O:9][CH:1]1[CH2:8][CH2:7][CH2:6][CH2:5][CH2:4][CH:3]=[CH:2]1)[C:11]1[CH:16]=[CH:15][CH:14]=[CH:13][CH:12]=1. The yield is 0.209. (6) The reactants are [CH:1]([C:4]1[CH:10]=[CH:9][C:7]([NH2:8])=[CH:6][CH:5]=1)([CH3:3])[CH3:2].Cl[C:12]([O:14][C:15]1[CH:20]=[CH:19][C:18]([N+:21]([O-:23])=[O:22])=[CH:17][CH:16]=1)=[O:13]. The catalyst is C(Cl)Cl.N1C=CC=CC=1. The product is [N+:21]([C:18]1[CH:17]=[CH:16][C:15]([O:14][C:12](=[O:13])[NH:8][C:7]2[CH:9]=[CH:10][C:4]([CH:1]([CH3:3])[CH3:2])=[CH:5][CH:6]=2)=[CH:20][CH:19]=1)([O-:23])=[O:22]. The yield is 0.950. (7) The reactants are [F:1][C:2]1[CH:3]=[C:4]([C:9]2[CH:18]=[N:17][C:16]3[C:11](=[CH:12][C:13]([C:29]4[S:30][CH:31]=[CH:32][N:33]=4)=[C:14]([OH:28])[C:15]=3[C:19]([NH:21][CH2:22][C:23]([O:25]CC)=[O:24])=[O:20])[N:10]=2)[CH:5]=[CH:6][C:7]=1[F:8].[OH-].[Na+]. The catalyst is C(O)C. The product is [F:1][C:2]1[CH:3]=[C:4]([C:9]2[CH:18]=[N:17][C:16]3[C:11](=[CH:12][C:13]([C:29]4[S:30][CH:31]=[CH:32][N:33]=4)=[C:14]([OH:28])[C:15]=3[C:19]([NH:21][CH2:22][C:23]([OH:25])=[O:24])=[O:20])[N:10]=2)[CH:5]=[CH:6][C:7]=1[F:8]. The yield is 0.960.